From a dataset of Forward reaction prediction with 1.9M reactions from USPTO patents (1976-2016). Predict the product of the given reaction. (1) The product is: [CH2:1]([C:3]1[CH:18]=[C:17]([CH:16]=[CH:15][C:4]=1[O:5][CH2:6][CH2:7][O:8][CH:9]1[CH2:14][CH2:13][CH2:12][CH2:11][O:10]1)[NH2:19])[CH3:2]. Given the reactants [CH2:1]([C:3]1[CH:18]=[C:17]([N+:19]([O-])=O)[CH:16]=[CH:15][C:4]=1[O:5][CH2:6][CH2:7][O:8][CH:9]1[CH2:14][CH2:13][CH2:12][CH2:11][O:10]1)[CH3:2].[H][H], predict the reaction product. (2) Given the reactants [F:1][C:2]1[CH:3]=C(C#N)[CH:5]=[C:6]2[C:10]=1[NH:9][N:8]=[C:7]2[C:11]1[CH:20]=[CH:19][C:18]2[C:13](=[CH:14][CH:15]=[CH:16][CH:17]=2)[CH:12]=1.[C:23]([OH:26])(=[O:25])[CH3:24].S(=O)(=O)(O)O, predict the reaction product. The product is: [F:1][C:2]1[CH:3]=[C:24]([C:23]([OH:26])=[O:25])[CH:5]=[C:6]2[C:10]=1[NH:9][N:8]=[C:7]2[C:11]1[CH:20]=[CH:19][C:18]2[C:13](=[CH:14][CH:15]=[CH:16][CH:17]=2)[CH:12]=1. (3) The product is: [CH:1]1[C:10]2[C:5](=[CH:6][CH:7]=[CH:8][CH:9]=2)[C:4]([C:11]([O:13][CH3:14])=[O:12])=[CH:3][N:2]=1. Given the reactants [CH:1]1[C:10]2[C:5](=[CH:6][CH:7]=[CH:8][CH:9]=2)[C:4]([C:11]([OH:13])=[O:12])=[CH:3][N:2]=1.[CH3:14]CN=C=NCCCN(C)C.C1C=CC2N(O)N=NC=2C=1.CO, predict the reaction product. (4) Given the reactants [CH2:1]([N:3]([CH2:6][C:7]1[S:11][C:10]([C:12]2[O:16][N:15]=[C:14]([C:17]3[CH:22]=[CH:21][C:20]([CH2:23][CH2:24][OH:25])=[CH:19][CH:18]=3)[N:13]=2)=[CH:9][C:8]=1[CH3:26])[CH2:4][CH3:5])[CH3:2].CCN(C(C)C)C(C)C.[CH3:36][S:37](Cl)(=[O:39])=[O:38], predict the reaction product. The product is: [CH2:1]([N:3]([CH2:6][C:7]1[S:11][C:10]([C:12]2[O:16][N:15]=[C:14]([C:17]3[CH:18]=[CH:19][C:20]([CH2:23][CH2:24][O:25][S:37]([CH3:36])(=[O:39])=[O:38])=[CH:21][CH:22]=3)[N:13]=2)=[CH:9][C:8]=1[CH3:26])[CH2:4][CH3:5])[CH3:2].